From a dataset of Forward reaction prediction with 1.9M reactions from USPTO patents (1976-2016). Predict the product of the given reaction. Given the reactants C1(P(C2C=CC=CC=2)C2C=CC=CC=2)C=CC=CC=1.[OH:20][CH2:21][CH2:22][N:23]1[CH2:27][CH2:26][CH2:25][C:24]1=[O:28].CCOC(/N=N/C(OCC)=O)=O.O1CCCCC1[N:47]1[C:55]2[C:50](=[CH:51][C:52]([C:56]3[N:60]=[CH:59][N:58](C(C4C=CC=CC=4)(C4C=CC=CC=4)C4C=CC=CC=4)[N:57]=3)=[CH:53][CH:54]=2)[C:49]([C:80]2[CH:81]=[C:82](O)[CH:83]=[CH:84][CH:85]=2)=[N:48]1.Cl, predict the reaction product. The product is: [NH:57]1[C:56]([C:52]2[CH:51]=[C:50]3[C:55](=[CH:54][CH:53]=2)[NH:47][N:48]=[C:49]3[C:80]2[CH:85]=[C:84]([CH:83]=[CH:82][CH:81]=2)[O:20][CH2:21][CH2:22][N:23]2[CH2:27][CH2:26][CH2:25][C:24]2=[O:28])=[N:60][CH:59]=[N:58]1.